This data is from Reaction yield outcomes from USPTO patents with 853,638 reactions. The task is: Predict the reaction yield, written as a fraction of the theoretical maximum amount of product (1.0 means a 100% yield; for example, 0.34 means a 34% yield). (1) The reactants are [NH:1]1[C:5]([CH2:6][C:7]([OH:9])=[O:8])=[N:4][N:3]=[N:2]1.S(=O)(=O)(O)O.[CH3:15]O. The catalyst is O. The product is [NH:1]1[C:5]([CH2:6][C:7]([O:9][CH3:15])=[O:8])=[N:4][N:3]=[N:2]1. The yield is 0.540. (2) The reactants are [C:1]([O:5][C:6]([NH:8][C:9]1[C:19]([CH3:20])=[C:18]([CH3:21])[C:12]([NH:13][CH2:14][C:15]([OH:17])=O)=[C:11]([CH3:22])[C:10]=1[CH3:23])=[O:7])([CH3:4])([CH3:3])[CH3:2].[CH2:24]([N:31]1[CH2:36][CH2:35][CH:34]([NH2:37])[CH2:33][CH2:32]1)[C:25]1[CH:30]=[CH:29][CH:28]=[CH:27][CH:26]=1.C(N(CC)CC)C.C(=O)([O-])O.[Na+]. The yield is 0.730. The catalyst is C(Cl)Cl. The product is [C:1]([O:5][C:6]([NH:8][C:9]1[C:19]([CH3:20])=[C:18]([CH3:21])[C:12]([NH:13][CH2:14][C:15]([NH:37][CH:34]2[CH2:35][CH2:36][N:31]([CH2:24][C:25]3[CH:30]=[CH:29][CH:28]=[CH:27][CH:26]=3)[CH2:32][CH2:33]2)=[O:17])=[C:11]([CH3:22])[C:10]=1[CH3:23])=[O:7])([CH3:3])([CH3:2])[CH3:4].